This data is from Catalyst prediction with 721,799 reactions and 888 catalyst types from USPTO. The task is: Predict which catalyst facilitates the given reaction. Reactant: [SH:1][C:2]1[CH:7]=[CH:6][C:5]([OH:8])=[CH:4][CH:3]=1.[H-].[Na+].[CH3:11][O:12][C:13](=[O:18])[C:14](Br)([CH3:16])[CH3:15].O. Product: [OH:8][C:5]1[CH:6]=[CH:7][C:2]([S:1][C:14]([CH3:16])([CH3:15])[C:13]([O:12][CH3:11])=[O:18])=[CH:3][CH:4]=1. The catalyst class is: 23.